From a dataset of Forward reaction prediction with 1.9M reactions from USPTO patents (1976-2016). Predict the product of the given reaction. (1) Given the reactants [CH2:1]([O:8][C:9](=[O:54])[NH:10][C@@H:11]1[C:14](=[O:15])[N:13]([CH2:16][C:17]2[CH:22]=[CH:21][C:20]([O:23][CH3:24])=[CH:19][C:18]=2[O:25][CH3:26])[C@@H:12]1[CH2:27][N:28]1[N:32]=[C:31]([CH2:33][NH2:34])[C:30]([CH2:35][O:36][Si:37]([C:50]([CH3:53])([CH3:52])[CH3:51])([C:44]2[CH:49]=[CH:48][CH:47]=[CH:46][CH:45]=2)[C:38]2[CH:43]=[CH:42][CH:41]=[CH:40][CH:39]=2)=[N:29]1)[C:2]1[CH:7]=[CH:6][CH:5]=[CH:4][CH:3]=1.[N+:55]([C:58]1[CH:63]=[CH:62][CH:61]=[CH:60][C:59]=1[S:64](Cl)(=[O:66])=[O:65])([O-:57])=[O:56], predict the reaction product. The product is: [CH2:1]([O:8][C:9](=[O:54])[NH:10][C@@H:11]1[C:14](=[O:15])[N:13]([CH2:16][C:17]2[CH:22]=[CH:21][C:20]([O:23][CH3:24])=[CH:19][C:18]=2[O:25][CH3:26])[C@@H:12]1[CH2:27][N:28]1[N:29]=[C:30]([CH2:35][O:36][Si:37]([C:50]([CH3:51])([CH3:53])[CH3:52])([C:44]2[CH:49]=[CH:48][CH:47]=[CH:46][CH:45]=2)[C:38]2[CH:39]=[CH:40][CH:41]=[CH:42][CH:43]=2)[C:31]([CH2:33][NH:34][S:64]([C:59]2[CH:60]=[CH:61][CH:62]=[CH:63][C:58]=2[N+:55]([O-:57])=[O:56])(=[O:65])=[O:66])=[N:32]1)[C:2]1[CH:7]=[CH:6][CH:5]=[CH:4][CH:3]=1. (2) Given the reactants Br[C:2]1[N:7]=[CH:6][C:5]([C@@H:8]2[CH2:10][C@H:9]2[NH:11][C:12](=[O:18])[O:13][C:14]([CH3:17])([CH3:16])[CH3:15])=[CH:4][CH:3]=1.[Cl:19][C:20]1[CH:21]=[C:22]([CH:24]=[CH:25][CH:26]=1)[NH2:23].CC(C)([O-])C.[Na+], predict the reaction product. The product is: [Cl:19][C:20]1[CH:21]=[C:22]([NH:23][C:2]2[N:7]=[CH:6][C:5]([C@@H:8]3[CH2:10][C@H:9]3[NH:11][C:12](=[O:18])[O:13][C:14]([CH3:17])([CH3:16])[CH3:15])=[CH:4][CH:3]=2)[CH:24]=[CH:25][CH:26]=1. (3) Given the reactants C([N:8]1[CH2:13][CH2:12][O:11][C@H:10]([CH2:14][C:15]2[CH:20]=[CH:19][CH:18]=[C:17]([CH:21]=[CH:22]C3C=NC=CC=3)[CH:16]=2)[CH2:9]1)(OC(C)(C)C)=O.CN1C(=O)CCC1.C([Mg]Cl)C.C(O)(=O)CC(CC(O)=O)(C(O)=O)O, predict the reaction product. The product is: [CH2:21]([C:17]1[CH:16]=[C:15]([CH:20]=[CH:19][CH:18]=1)[CH2:14][CH:10]1[O:11][CH2:12][CH2:13][NH:8][CH2:9]1)[CH3:22]. (4) Given the reactants [C:1]([O:6][CH2:7][CH2:8][N:9]=[C:10]=[O:11])(=[O:5])[C:2]([CH3:4])=[CH2:3].[C:12]([O:16][CH2:17][CH2:18][OH:19])(=[O:15])[CH:13]=[CH2:14], predict the reaction product. The product is: [CH3:3][C:2](=[CH2:4])[C:1]([O:6][CH2:7][CH2:8][NH:9][C:10]([O:19][CH2:18][CH2:17][O:16][C:12](=[O:15])[CH:13]=[CH2:14])=[O:11])=[O:5].